Dataset: NCI-60 drug combinations with 297,098 pairs across 59 cell lines. Task: Regression. Given two drug SMILES strings and cell line genomic features, predict the synergy score measuring deviation from expected non-interaction effect. (1) Drug 1: C1=CC(=CC=C1CCCC(=O)O)N(CCCl)CCCl. Drug 2: C1=NC2=C(N=C(N=C2N1C3C(C(C(O3)CO)O)O)F)N. Cell line: SNB-75. Synergy scores: CSS=6.50, Synergy_ZIP=-7.41, Synergy_Bliss=-6.68, Synergy_Loewe=-9.65, Synergy_HSA=-7.56. (2) Drug 2: CC1=C(C(CCC1)(C)C)C=CC(=CC=CC(=CC(=O)O)C)C. Drug 1: C1=CC(=CC=C1C#N)C(C2=CC=C(C=C2)C#N)N3C=NC=N3. Cell line: OVCAR-5. Synergy scores: CSS=7.11, Synergy_ZIP=-3.41, Synergy_Bliss=-5.41, Synergy_Loewe=-0.801, Synergy_HSA=-5.63. (3) Drug 1: CS(=O)(=O)OCCCCOS(=O)(=O)C. Drug 2: CCN(CC)CCCC(C)NC1=C2C=C(C=CC2=NC3=C1C=CC(=C3)Cl)OC. Cell line: OVCAR-5. Synergy scores: CSS=39.0, Synergy_ZIP=-7.85, Synergy_Bliss=-2.12, Synergy_Loewe=-8.21, Synergy_HSA=-0.552. (4) Drug 1: CCC1=CC2CC(C3=C(CN(C2)C1)C4=CC=CC=C4N3)(C5=C(C=C6C(=C5)C78CCN9C7C(C=CC9)(C(C(C8N6C)(C(=O)OC)O)OC(=O)C)CC)OC)C(=O)OC.C(C(C(=O)O)O)(C(=O)O)O. Drug 2: C(CN)CNCCSP(=O)(O)O. Cell line: ACHN. Synergy scores: CSS=29.4, Synergy_ZIP=-5.40, Synergy_Bliss=-0.924, Synergy_Loewe=-23.0, Synergy_HSA=-0.628.